Task: Predict the reaction yield, written as a fraction of the theoretical maximum amount of product (1.0 means a 100% yield; for example, 0.34 means a 34% yield).. Dataset: Reaction yield outcomes from USPTO patents with 853,638 reactions (1) The reactants are C(N(CC)CC)C.[N:8]1([CH2:14][C:15]2[CH:20]=[CH:19][C:18]([NH2:21])=[CH:17][CH:16]=2)[CH2:13][CH2:12][O:11][CH2:10][CH2:9]1.[C:22](Cl)(Cl)=[S:23].[OH-].[Na+]. The catalyst is O1CCCC1. The product is [N:21]([C:18]1[CH:19]=[CH:20][C:15]([CH2:14][N:8]2[CH2:13][CH2:12][O:11][CH2:10][CH2:9]2)=[CH:16][CH:17]=1)=[C:22]=[S:23]. The yield is 0.910. (2) The reactants are Br[C:2]1[CH:7]=[CH:6][C:5]([C:8](=[C:17]2[CH2:22][CH2:21][CH2:20][CH2:19][CH2:18]2)[C:9]2[CH:14]=[CH:13][C:12]([OH:15])=[C:11]([F:16])[CH:10]=2)=[CH:4][CH:3]=1.[C:23]([O:27][C:28]([CH3:31])([CH3:30])[CH3:29])(=[O:26])[CH:24]=[CH2:25].CC1C=CC=CC=1P(C1C=CC=CC=1C)C1C=CC=CC=1C.CCN(CC)CC. The catalyst is C([O-])(=O)C.[Pd+2].C([O-])(=O)C.O. The product is [C:17]1(=[C:8]([C:9]2[CH:14]=[CH:13][C:12]([OH:15])=[C:11]([F:16])[CH:10]=2)[C:5]2[CH:6]=[CH:7][C:2](/[CH:25]=[CH:24]/[C:23]([O:27][C:28]([CH3:31])([CH3:30])[CH3:29])=[O:26])=[CH:3][CH:4]=2)[CH2:22][CH2:21][CH2:20][CH2:19][CH2:18]1. The yield is 0.540.